This data is from Forward reaction prediction with 1.9M reactions from USPTO patents (1976-2016). The task is: Predict the product of the given reaction. (1) Given the reactants [Br:1][C:2]1[C:11]2[C:6](=[CH:7][CH:8]=[CH:9][CH:10]=2)[C:5]([NH2:12])=[CH:4][CH:3]=1.N1([C:18](N2C=CN=C2)=[S:19])C=CN=C1, predict the reaction product. The product is: [Br:1][C:2]1[C:11]2[C:6](=[CH:7][CH:8]=[CH:9][CH:10]=2)[C:5]([N:12]=[C:18]=[S:19])=[CH:4][CH:3]=1. (2) Given the reactants [Cl:1][C:2]1[CH:7]=[CH:6][C:5]([CH:8]([OH:37])[C:9]2[N:10]=[C:11]([C:27]3[CH:32]=[CH:31][N:30]=[C:29]([NH:33][C:34](=[O:36])[CH3:35])[CH:28]=3)[S:12][C:13]=2[C:14]2[N:15](COCC[Si](C)(C)C)[CH:16]=[CH:17][N:18]=2)=[CH:4][CH:3]=1.FC(F)(F)C(O)=O, predict the reaction product. The product is: [Cl:1][C:2]1[CH:7]=[CH:6][C:5]([CH:8]([OH:37])[C:9]2[N:10]=[C:11]([C:27]3[CH:32]=[CH:31][N:30]=[C:29]([NH:33][C:34](=[O:36])[CH3:35])[CH:28]=3)[S:12][C:13]=2[C:14]2[NH:18][CH:17]=[CH:16][N:15]=2)=[CH:4][CH:3]=1.